This data is from HIV replication inhibition screening data with 41,000+ compounds from the AIDS Antiviral Screen. The task is: Binary Classification. Given a drug SMILES string, predict its activity (active/inactive) in a high-throughput screening assay against a specified biological target. (1) The compound is CN(C)C(=N)NC#N. The result is 0 (inactive). (2) The drug is O=C(c1ccc(Cl)cc1)N(C(=S)N1CCN(c2ccccc2)CC1)c1ccccc1. The result is 0 (inactive).